This data is from Experimentally validated miRNA-target interactions with 360,000+ pairs, plus equal number of negative samples. The task is: Binary Classification. Given a miRNA mature sequence and a target amino acid sequence, predict their likelihood of interaction. (1) The miRNA is hsa-miR-371b-5p with sequence ACUCAAAAGAUGGCGGCACUUU. The protein sequence of the target gene is MSRSPQRALPPGALPRLLQAAPAAAPRALLPQWPRRPGRRWPASPLGMKVFRRKALVLCAGYALLLVLTMLNLLDYKWHKEPLQQCNPDGPLGAAAGAAGGSWGRPGPPPAGPPRAHARLDLRTPYRPPAAAVGAAPAAAAGMAGVAAPPGNGTRGTGGVGDKRQLVYVFTTWRSGSSFFGELFNQNPEVFFLYEPVWHVWQKLYPGDAVSLQGAARDMLSALYRCDLSVFQLYSPAGSGGRNLTTLGIFGAATNKVVCSSPLCPAYRKEVVGLVDDRVCKKCPPQRLARFEEECRKYRT.... Result: 1 (interaction). (2) The miRNA is hsa-miR-4477a with sequence CUAUUAAGGACAUUUGUGAUUC. The protein sequence of the target gene is MSLRLDTTPSCNSARPLHALQVLLLLSLLLTALASSTKGQTKRNLAKGKEESLDSDLYAELRCMCIKTTSGIHPKNIQSLEVIGKGTHCNQVEVIATLKDGRKICLDPDAPRIKKIVQKKLAGDESAD. Result: 0 (no interaction). (3) The miRNA is mmu-miR-3097-3p with sequence CUCAGACCUUUCUACCUGUCAG. The protein sequence of the target gene is MFPSVSSPRTPGPGTRRGPLVGIGPTSTPRASRRGLSLGSAVNSPVLFSPAGRRSSVSSRGTPTRIFPHHSISESVNYDVRVFGSSLPVKIMEALTMAEADEQLSVHVDEGGWACLVCTEKLLIWKIAVSPVTKLSVCKELQLPPSDFHGSADLVALSYAATSGEVHSVQAVSVMVATKEGSIRYWPSLAREDTYSDTCVDLGGEKMCRFLTAVQGGSFILSSVGSQLVRLIPESSGKIHQHVLPQGQGMLSGIGRRVSSLFGILSPTSDLMLASVLWDRGGSSFYTLTSSNISKWELDD.... Result: 1 (interaction). (4) The protein sequence of the target gene is MEGAGYRVVFEKGGVYLHTSAKKYQDRDSLIAGVIRVVEKDNDVLLHWAPVEEAGDSTQILFSKKDSSGGDSCASEEEPTFDPDYEPDWAVISTVRPQLCHSEPTRGAEPSCPQGSWAFSVSLGELKSIRRSKPGLSWAYLVLVTQAGGSLPALHFHRGGTRALLRVLSRYLLLASSPQDSRLYLVFPHDSSALSNSFHHLQLFDQDSSNVVSRFLQDPYSTTFSSFSRVTNFFRGALQPQPEGAASDLPPPPDDEPEPGFEVISCVELGPRPTVERGPPVTEEEWARHVGPEGRLQQVP.... Result: 1 (interaction). The miRNA is hsa-miR-93-5p with sequence CAAAGUGCUGUUCGUGCAGGUAG. (5) The miRNA is hsa-miR-6728-5p with sequence UUGGGAUGGUAGGACCAGAGGGG. The protein sequence of the target gene is MAVAGAKRRAVATPAAAAAEEERQAREKMLEARRGDGADPEGEGVTLQRNITLLNGVAIIVGTIIGSGIFVTPTGVLKEAGSPGLSLVVWAVCGVFSIVGALCYAELGTTISKSGGDYAYMLEVYGSLPAFLKLWIELLIIRPSSQYIVALVFATYLLKPVFPTCPVPEEAAKLVACLCVLLLTAVNCYSVKAATRVQDAFAAAKLLALALIILLGFIQMGKDMGQGDASNLQQKLSFEGTNLDVGNIVLALYSGLFAYGGWNYLNFVTEEMINPYRNLPLAIIISLPIVTLVYVLTNLA.... Result: 0 (no interaction). (6) The miRNA is mmu-miR-6973a-3p with sequence CACUCUAACCCUACCUACCCAU. The protein sequence of the target gene is MAIRELKVCLLGDTGVGKSSIVCRFVQDHFDHNISPTIGASFMTKTVPCGNELHKFLIWDTAGQERFHSLAPMYYRGSAAAVIVYDITKQDSFYTLKKWVKELKEHGPENIVMAIAGNKCDLSDIREVPLKDAKEYAESIGAIVVETSAKNAINIEELFQGISRQIPPLDPHENGNNGTIKVEKPTMQASRRCC. Result: 0 (no interaction).